This data is from Catalyst prediction with 721,799 reactions and 888 catalyst types from USPTO. The task is: Predict which catalyst facilitates the given reaction. (1) Reactant: [F:1][C:2]1[CH:9]=[CH:8][C:5]([CH:6]=[O:7])=[CH:4][N:3]=1.[CH3:10][Mg]Br.O.[Cl-].[NH4+]. Product: [F:1][C:2]1[N:3]=[CH:4][C:5]([CH:6]([OH:7])[CH3:10])=[CH:8][CH:9]=1. The catalyst class is: 49. (2) Reactant: C([O:3][C:4]([CH:6]1[CH2:11][CH2:10][N:9]([C:12]2[CH:13]=[C:14]([CH:18]3[O:22][CH2:21][CH2:20][O:19]3)[CH:15]=[CH:16][CH:17]=2)[CH2:8][CH2:7]1)=[O:5])C.[OH-].[Na+]. Product: [C:4]([CH:6]1[CH2:7][CH2:8][N:9]([C:12]2[CH:13]=[C:14]([CH:18]3[O:22][CH2:21][CH2:20][O:19]3)[CH:15]=[CH:16][CH:17]=2)[CH2:10][CH2:11]1)([OH:5])=[O:3]. The catalyst class is: 36. (3) The catalyst class is: 1. Reactant: C[Si](C)(C)CCOC[N:7]1[C:11]2[CH:12]=[CH:13][CH:14]=[CH:15][C:10]=2[N:9]=[C:8]1[CH:16]=O.[N:20]1[CH:25]=[CH:24][CH:23]=[CH:22][C:21]=1[CH2:26][NH:27][S:28]([C:31]1[CH:36]=[CH:35][CH:34]=[C:33]([CH2:37][NH:38][CH:39]2[C:48]3[N:47]=[CH:46][CH:45]=[CH:44][C:43]=3[CH2:42][CH2:41][CH2:40]2)[CH:32]=1)(=[O:30])=[O:29].C(O)(=O)C.C(O[BH-](OC(=O)C)OC(=O)C)(=O)C.[Na+]. Product: [NH:9]1[C:10]2[CH:15]=[CH:14][CH:13]=[CH:12][C:11]=2[N:7]=[C:8]1[CH2:16][N:38]([CH2:37][C:33]1[CH:32]=[C:31]([S:28]([NH:27][CH2:26][C:21]2[CH:22]=[CH:23][CH:24]=[CH:25][N:20]=2)(=[O:29])=[O:30])[CH:36]=[CH:35][CH:34]=1)[CH:39]1[C:48]2[N:47]=[CH:46][CH:45]=[CH:44][C:43]=2[CH2:42][CH2:41][CH2:40]1. (4) Reactant: [CH3:1][C:2]1[N:3]=[CH:4][C:5]2[CH:6]=[CH:7][CH:8]=[C:9]([NH2:12])[C:10]=2[CH:11]=1.[Br:13][C:14]1[CH:19]=[CH:18][C:17]([CH2:20][N:21]=[C:22]=[O:23])=[CH:16][CH:15]=1. Product: [Br:13][C:14]1[CH:15]=[CH:16][C:17]([CH2:20][NH:21][C:22]([NH:12][C:9]2[CH:8]=[CH:7][CH:6]=[C:5]3[C:10]=2[CH:11]=[C:2]([CH3:1])[N:3]=[CH:4]3)=[O:23])=[CH:18][CH:19]=1. The catalyst class is: 11. (5) Reactant: [Cl:1][C:2]1[C:7]([CH2:8][NH:9][CH2:10][C@@H:11]([C:13]2[CH:18]=[CH:17][CH:16]=[CH:15][CH:14]=2)[OH:12])=[CH:6][CH:5]=[C:4]([Cl:19])[N:3]=1.C=O.[C:22](O)(=O)C. Product: [Cl:1][C:2]1[C:7]([CH2:8][N:9]([CH3:22])[CH2:10][C@@H:11]([C:13]2[CH:14]=[CH:15][CH:16]=[CH:17][CH:18]=2)[OH:12])=[CH:6][CH:5]=[C:4]([Cl:19])[N:3]=1. The catalyst class is: 1.